Dataset: Catalyst prediction with 721,799 reactions and 888 catalyst types from USPTO. Task: Predict which catalyst facilitates the given reaction. (1) Reactant: [CH2:1]([O:3][C:4](=[O:12])[C:5]1[CH:10]=[CH:9][C:8]([NH2:11])=[CH:7][CH:6]=1)[CH3:2].[F:13][C:14]([F:24])([F:23])[C:15]1[CH:16]=[C:17]([CH:20]=[CH:21][CH:22]=1)[CH:18]=O.O.[O-]S(C(F)(F)F)(=O)=O.[Yb+3].[O-]S(C(F)(F)F)(=O)=O.[O-]S(C(F)(F)F)(=O)=O.[CH2:51]=[C:52]([CH3:54])[CH3:53]. Product: [CH2:1]([O:3][C:4]([C:5]1[CH:10]=[C:9]2[C:8](=[CH:7][CH:6]=1)[NH:11][CH:18]([C:17]1[CH:20]=[CH:21][CH:22]=[C:15]([C:14]([F:24])([F:23])[F:13])[CH:16]=1)[CH2:51][C:52]2([CH3:54])[CH3:53])=[O:12])[CH3:2]. The catalyst class is: 10. (2) Reactant: [C:1]([C:3]1([OH:13])[CH2:12][CH2:11][C:6]2([O:10][CH2:9][CH2:8][O:7]2)[CH2:5][CH2:4]1)#[CH:2].C([Li])CCC.[Cl:19][C:20]1[CH:27]=[CH:26][C:23]([CH:24]=[O:25])=[CH:22][CH:21]=1.[Cl-].[NH4+]. Product: [Cl:19][C:20]1[CH:27]=[CH:26][C:23]([CH:24]([OH:25])[C:2]#[C:1][C:3]2([OH:13])[CH2:12][CH2:11][C:6]3([O:7][CH2:8][CH2:9][O:10]3)[CH2:5][CH2:4]2)=[CH:22][CH:21]=1. The catalyst class is: 7.